This data is from Forward reaction prediction with 1.9M reactions from USPTO patents (1976-2016). The task is: Predict the product of the given reaction. (1) Given the reactants [Cl:1][C:2]1[CH:7]=[CH:6][CH:5]=[CH:4][C:3]=1[C:8]1[NH:9][CH:10]=[C:11]([CH2:13][OH:14])[N:12]=1.C(=O)(O)[O-].[Na+].CC(OI1(OC(C)=O)(OC(C)=O)OC(=O)C2C=CC=CC1=2)=O, predict the reaction product. The product is: [Cl:1][C:2]1[CH:7]=[CH:6][CH:5]=[CH:4][C:3]=1[C:8]1[NH:9][CH:10]=[C:11]([CH:13]=[O:14])[N:12]=1. (2) Given the reactants CO[C:3]([C:5]1[C:6]([OH:35])=[C:7]2[C:12](=[C:13]([C:15]3[CH:20]=[CH:19][N:18]=[CH:17][CH:16]=3)[N:14]=1)[N:11]([CH2:21][C:22]1[CH:27]=[CH:26][CH:25]=[CH:24][CH:23]=1)[C:10](=[O:28])[C:9]([C:29]1[CH:34]=[CH:33][CH:32]=[CH:31][CH:30]=1)=[CH:8]2)=[O:4].[NH2:36][CH2:37][CH2:38][C:39]([OH:41])=[O:40].C[O-].[Na+], predict the reaction product. The product is: [CH2:21]([N:11]1[C:12]2[C:7](=[C:6]([OH:35])[C:5]([C:3]([NH:36][CH2:37][CH2:38][C:39]([OH:41])=[O:40])=[O:4])=[N:14][C:13]=2[C:15]2[CH:16]=[CH:17][N:18]=[CH:19][CH:20]=2)[CH:8]=[C:9]([C:29]2[CH:30]=[CH:31][CH:32]=[CH:33][CH:34]=2)[C:10]1=[O:28])[C:22]1[CH:27]=[CH:26][CH:25]=[CH:24][CH:23]=1. (3) The product is: [C:18]([O:17][C:14]1[CH:15]=[CH:16][C:11]([CH2:10][O:9][C:7]([NH:23][CH2:24][C:25]([O:27][CH2:28][CH3:29])=[O:26])=[O:8])=[CH:12][C:13]=1[O:21][CH3:22])(=[O:20])[CH3:19]. Given the reactants S=C1N([C:7]([O:9][CH2:10][C:11]2[CH:16]=[CH:15][C:14]([O:17][C:18](=[O:20])[CH3:19])=[C:13]([O:21][CH3:22])[CH:12]=2)=[O:8])CCS1.[NH2:23][CH2:24][C:25]([O:27][CH2:28][CH3:29])=[O:26].C(N(C(C)C)CC)(C)C.C(N(CC)CC)C, predict the reaction product. (4) Given the reactants Br[C:2]1[C:3]([CH:26]([CH3:28])[CH3:27])=[N:4][N:5]([C:16]([CH3:25])([CH3:24])[CH2:17][C:18]2[CH:23]=[CH:22][CH:21]=[CH:20][CH:19]=2)[C:6]=1C1C=CC=CC=1C([O-])=O.[CH3:29][C:30]([CH3:32])=O.C(=O)=[O:34].C([Li])CCC.[O:41]1[CH2:45][CH2:44][CH2:43][CH2:42]1, predict the reaction product. The product is: [OH:34][C:6]1[N:5]([C:16]([CH3:25])([CH3:24])[CH2:17][C:18]2[CH:23]=[CH:22][CH:21]=[CH:20][CH:19]=2)[N:4]=[C:3]([CH:26]([CH3:28])[CH3:27])[C:2]=1[C:45]([C:44]1[CH:32]=[CH:30][CH:29]=[CH:42][CH:43]=1)=[O:41]. (5) Given the reactants [F:1][C:2]1[C:10]([F:11])=[CH:9][C:8]([S:12](Cl)(=[O:14])=[O:13])=[CH:7][C:3]=1[C:4]([OH:6])=[O:5].[OH-].[Na+].[CH2:18]([NH2:20])[CH3:19].Cl, predict the reaction product. The product is: [CH2:18]([NH:20][S:12]([C:8]1[CH:9]=[C:10]([F:11])[C:2]([F:1])=[C:3]([CH:7]=1)[C:4]([OH:6])=[O:5])(=[O:14])=[O:13])[CH3:19].